The task is: Binary Classification. Given a drug SMILES string, predict its activity (active/inactive) in a high-throughput screening assay against a specified biological target.. This data is from Orexin1 receptor HTS with 218,158 compounds and 233 confirmed actives. (1) The molecule is O=C1C(=C(N2CC2)c2c1cccc2)c1ccccc1. The result is 0 (inactive). (2) The molecule is S(=O)(=O)(N1CCOCC1)c1cc(ccc1F)C(=O)Nc1cc(F)c(cc1)C. The result is 0 (inactive). (3) The drug is Brc1c(Cl)cc(NC(=O)CCC(O)=O)cc1. The result is 0 (inactive).